Dataset: Drug-target binding data from BindingDB using Kd measurements. Task: Regression. Given a target protein amino acid sequence and a drug SMILES string, predict the binding affinity score between them. We predict pKd (pKd = -log10(Kd in M); higher means stronger binding). Dataset: bindingdb_kd. (1) The compound is CCCCCCCCCCCCCCCC(=O)NCC(=O)O. The target protein (P14779) has sequence MTIKEMPQPKTFGELKNLPLLNTDKPVQALMKIADELGEIFKFEAPGRVTRYLSSQRLIKEACDESRFDKNLSQALKFVRDFAGDGLFTSWTHEKNWKKAHNILLPSFSQQAMKGYHAMMVDIAVQLVQKWERLNADEHIEVPEDMTRLTLDTIGLCGFNYRFNSFYRDQPHPFITSMVRALDEAMNKLQRANPDDPAYDENKRQFQEDIKVMNDLVDKIIADRKASGEQSDDLLTHMLNGKDPETGEPLDDENIRYQIITFLIAGHETTSGLLSFALYFLVKNPHVLQKAAEEAARVLVDPVPSYKQVKQLKYVGMVLNEALRLWPTAPAFSLYAKEDTVLGGEYPLEKGDELMVLIPQLHRDKTIWGDDVEEFRPERFENPSAIPQHAFKPFGNGQRACIGQQFALHEATLVLGMMLKHFDFEDHTNYELDIKETLTLKPEGFVVKAKSKKIPLGGIPSPSTEQSAKKVRKKAENAHNTPLLVLYGSNMGTAEGTARD.... The pKd is 7.1. (2) The small molecule is CC[C@H](C)[C@H](NC(=O)[C@H](CC(C)C)NC(=O)[C@H](CCCNC(=N)N)NC(=O)[C@H](CC(C)C)NC(=O)[C@H](CCSC)NC(=O)[C@H](CCCNC(=N)N)NC(=O)[C@H](CCC(=O)O)NC(=O)[C@H](CCC(=O)O)NC(=O)[C@@H]1CCCN1C(=O)[C@@H](NC(=O)[C@H](CC(C)C)NC(=O)[C@@H](N)CCC(=O)O)[C@@H](C)O)C(=O)N[C@@H](Cc1ccccc1)C(=O)NCC(=O)N[C@@H](CCCNC(=N)N)C(=O)N[C@@H](CCCCN)C(=O)O. The target protein (P9WGI5) has sequence MADAPTRATTSRVDSDLDAQSPAADLVRVYLNGIGKTALLNAAGEVELAKRIEAGLYAEHLLETRKRLGENRKRDLAAVVRDGEAARRHLLEANLRLVVSLAKRYTGRGMPLLDLIQEGNLGLIRAMEKFDYTKGFKFSTYATWWIRQAITRGMADQSRTIRLPVHLVEQVNKLARIKREMHQHLGREATDEELAAESGIPIDKINDLLEHSRDPVSLDMPVGSEEEAPLGDFIEDAEAMSAENAVIAELLHTDIRSVLATLDEREHQVIRLRFGLDDGQPRTLDQIGKLFGLSRERVRQIERDVMSKLRHGERADRLRSYAS. The pKd is 7.3. (3) The drug is CS(=O)(=O)CCNCc1ccc(-c2ccc3ncnc(Nc4ccc(OCc5cccc(F)c5)c(Cl)c4)c3c2)o1. The target protein (Q13163) has sequence MLWLALGPFPAMENQVLVIRIKIPNSGAVDWTVHSGPQLLFRDVLDVIGQVLPEATTTAFEYEDEDGDRITVRSDEEMKAMLSYYYSTVMEQQVNGQLIEPLQIFPRACKPPGERNIHGLKVNTRAGPSQHSSPAVSDSLPSNSLKKSSAELKKILANGQMNEQDIRYRDTLGHGNGGTVYKAYHVPSGKILAVKVILLDITLELQKQIMSELEILYKCDSSYIIGFYGAFFVENRISICTEFMDGGSLDVYRKMPEHVLGRIAVAVVKGLTYLWSLKILHRDVKPSNMLVNTRGQVKLCDFGVSTQLVNSIAKTYVGTNAYMAPERISGEQYGIHSDVWSLGISFMELALGRFPYPQIQKNQGSLMPLQLLQCIVDEDSPVLPVGEFSEPFVHFITQCMRKQPKERPAPEELMGHPFIVQFNDGNAAVVSMWVCRALEERRSQQGPP. The pKd is 6.0.